This data is from Forward reaction prediction with 1.9M reactions from USPTO patents (1976-2016). The task is: Predict the product of the given reaction. Given the reactants CN(C)/[CH:3]=[CH:4]/[C:5]([C:7]1[C:12](=[O:13])[CH:11]=[CH:10][N:9]([C:14]2[CH:19]=[CH:18][CH:17]=[C:16]([S:20]([N:23]3[CH2:27][CH2:26][CH2:25][CH2:24]3)(=[O:22])=[O:21])[CH:15]=2)[N:8]=1)=O.[Cl:29][C:30]1[CH:39]=[C:38]2[C:33]([C:34]([NH:40][NH2:41])=[CH:35][CH:36]=[N:37]2)=[CH:32][CH:31]=1, predict the reaction product. The product is: [Cl:29][C:30]1[CH:39]=[C:38]2[C:33]([C:34]([N:40]3[C:5]([C:7]4[C:12](=[O:13])[CH:11]=[CH:10][N:9]([C:14]5[CH:19]=[CH:18][CH:17]=[C:16]([S:20]([N:23]6[CH2:24][CH2:25][CH2:26][CH2:27]6)(=[O:22])=[O:21])[CH:15]=5)[N:8]=4)=[CH:4][CH:3]=[N:41]3)=[CH:35][CH:36]=[N:37]2)=[CH:32][CH:31]=1.